Dataset: CYP2D6 inhibition data for predicting drug metabolism from PubChem BioAssay. Task: Regression/Classification. Given a drug SMILES string, predict its absorption, distribution, metabolism, or excretion properties. Task type varies by dataset: regression for continuous measurements (e.g., permeability, clearance, half-life) or binary classification for categorical outcomes (e.g., BBB penetration, CYP inhibition). Dataset: cyp2d6_veith. The drug is C[C@H](C(=O)c1ccccc1)[C@@H](c1ccccc1)N1CCOCC1. The result is 0 (non-inhibitor).